Dataset: Forward reaction prediction with 1.9M reactions from USPTO patents (1976-2016). Task: Predict the product of the given reaction. (1) Given the reactants [C:1]1([C:7]2[O:11][N:10]=[C:9]([C:12]3[O:16][N:15]=[C:14]4[C:17]5[C:22]([CH2:23][CH2:24][C:13]=34)=[CH:21][C:20]([CH:25]=[CH2:26])=[CH:19][CH:18]=5)[C:8]=2[C:27]([F:30])([F:29])[F:28])[CH:6]=[CH:5][CH:4]=[CH:3][CH:2]=1.ClC1C=C(C=CC=1)C(OO)=[O:36].S([O-])([O-])=O.[Na+].[Na+], predict the reaction product. The product is: [O:36]1[CH2:26][CH:25]1[C:20]1[CH:21]=[C:22]2[C:17](=[CH:18][CH:19]=1)[C:14]1=[N:15][O:16][C:12]([C:9]3[C:8]([C:27]([F:29])([F:30])[F:28])=[C:7]([C:1]4[CH:2]=[CH:3][CH:4]=[CH:5][CH:6]=4)[O:11][N:10]=3)=[C:13]1[CH2:24][CH2:23]2. (2) Given the reactants CC1C=CC(S(O[CH2:12][CH2:13][C:14]2[S:18][CH:17]=[N:16][C:15]=2[CH3:19])(=O)=[O:9])=CC=1.[NH2:20][C:21]1[S:22][C:23]([CH3:26])=[CH:24][N:25]=1.CO, predict the reaction product. The product is: [OH-:9].[NH4+:16].[CH3:26][C:23]1[S:22][C:21](=[NH:20])[N:25]([CH2:12][CH2:13][C:14]2[S:18][CH:17]=[N:16][C:15]=2[CH3:19])[CH:24]=1. (3) Given the reactants [OH:1][C:2]1[CH:7]=[CH:6][C:5]([C:8]2([CH2:12][C:13]([O:15][CH2:16][CH3:17])=[O:14])[CH2:11][O:10][CH2:9]2)=[CH:4][CH:3]=1.Br[CH2:19][C:20]1[CH:21]=[C:22]([C:26]2[CH:31]=[CH:30][C:29]([O:32][CH2:33][CH2:34][CH2:35][S:36]([CH3:39])(=[O:38])=[O:37])=[CH:28][C:27]=2[CH3:40])[CH:23]=[CH:24][CH:25]=1.C(=O)([O-])[O-].[Cs+].[Cs+], predict the reaction product. The product is: [CH3:40][C:27]1[CH:28]=[C:29]([O:32][CH2:33][CH2:34][CH2:35][S:36]([CH3:39])(=[O:37])=[O:38])[CH:30]=[CH:31][C:26]=1[C:22]1[CH:23]=[CH:24][CH:25]=[C:20]([CH2:19][O:1][C:2]2[CH:7]=[CH:6][C:5]([C:8]3([CH2:12][C:13]([O:15][CH2:16][CH3:17])=[O:14])[CH2:9][O:10][CH2:11]3)=[CH:4][CH:3]=2)[CH:21]=1. (4) Given the reactants [CH3:1][S:2]([C:5]1[S:9][C:8]([N:10]2[C:14](=[O:15])[CH2:13][C:12]3([CH2:20][CH2:19][NH:18][CH2:17][CH2:16]3)[CH2:11]2)=[N:7][CH:6]=1)(=[O:4])=[O:3].[CH3:21][C:22]1[C:30]([C@@H:31]2[CH2:33][O:32]2)=[CH:29][CH:28]=[C:27]2[C:23]=1[CH2:24][O:25][C:26]2=[O:34], predict the reaction product. The product is: [OH:32][C@H:31]([C:30]1[C:22]([CH3:21])=[C:23]2[C:27](=[CH:28][CH:29]=1)[C:26](=[O:34])[O:25][CH2:24]2)[CH2:33][N:18]1[CH2:19][CH2:20][C:12]2([CH2:11][N:10]([C:8]3[S:9][C:5]([S:2]([CH3:1])(=[O:3])=[O:4])=[CH:6][N:7]=3)[C:14](=[O:15])[CH2:13]2)[CH2:16][CH2:17]1. (5) Given the reactants Br[C:2]1[S:6][C:5]([S:7][CH:8]([CH3:10])[CH3:9])=[N:4][CH:3]=1.[C:11]1([CH3:29])[CH:16]=[CH:15][CH:14]=[CH:13][C:12]=1[C:17]1[C:18]2[N:19]([CH:26]=[CH:27][N:28]=2)[CH:20]=[C:21](B(O)O)[CH:22]=1, predict the reaction product. The product is: [CH:8]([S:7][C:5]1[S:6][C:2]([C:21]2[CH:22]=[C:17]([C:12]3[CH:13]=[CH:14][CH:15]=[CH:16][C:11]=3[CH3:29])[C:18]3[N:19]([CH:26]=[CH:27][N:28]=3)[CH:20]=2)=[CH:3][N:4]=1)([CH3:10])[CH3:9]. (6) Given the reactants [Br:1][C:2]1[CH:7]=[C:6]2[NH:8][CH2:9][C:10]3([CH2:15]C[N:13]([CH3:16])[CH2:12][CH2:11]3)[C:5]2=[CH:4][CH:3]=1.Cl[C:18]1[CH:23]=[CH:22][N:21]=[C:20]([NH2:24])[N:19]=1, predict the reaction product. The product is: [Br:1][C:2]1[CH:7]=[C:6]2[N:8]([C:18]3[CH:23]=[CH:22][N:21]=[C:20]([NH2:24])[N:19]=3)[CH2:9][C:10]3([CH2:11][CH2:12][N:13]([CH3:16])[CH2:15]3)[C:5]2=[CH:4][CH:3]=1. (7) The product is: [CH:168]1[CH:173]=[CH:172][C:171]([NH:174][C:175]2[CH:180]=[CH:179][C:178]([N:181]=[N:18][C:15]3[C:14]4[C:13](=[CH:23][CH:22]=[CH:21][CH:19]=4)[C:12]([N:50]=[N:51][C:52]4[C:62]5[CH:61]=[CH:60][CH:59]=[C:58]([S:74]([O-:77])(=[O:76])=[O:75])[C:57]=5[CH:56]=[CH:55][CH:53]=4)=[CH:17][CH:16]=3)=[C:177]3[CH:193]=[CH:195][CH:200]=[C:201]([S:124]([O-:127])(=[O:126])=[O:125])[C:176]=23)=[CH:170][CH:169]=1.[Na+:37].[Na+:37]. Given the reactants CC(NC1C=CC(N[C:12]2[CH:17]=[CH:16][C:15]([NH2:18])=[C:14]3[C:19]([C:21]4C(S([O-])(=O)=O)=C(S([O-])(=O)=O)C=C[C:22]=4[C:23](=O)[C:13]=23)=O)=CC=1)=O.[Na+:37].[Na+].CC1C=C(S([O-])(=O)=O)C=CC=1[NH:50]/[N:51]=[C:52]1\[C:53]([CH:55]=[CH:56][C:57]2[C:62]\1=[CH:61][CH:60]=[CH:59][CH:58]=2)=O.[Na+].CC(NC1C=C([S:74]([O-:77])(=[O:76])=[O:75])C=C2C=C(S([O-])(=O)=O)/C(/C(=O)C=12)=N\NC1C=CC=CC=1)=O.[Na+].[Na+].CC(NC1C=CC(N/N=C2\C(S([O-])(=O)=O)=CC3C(C\2=O)=C(NC(C)=O)C=C([S:124]([O-:127])(=[O:126])=[O:125])C=3)=CC=1)=O.[Na+].[Na+].CC1C(N=NC2C=CC(S([O-])(=O)=O)=CC=2)C(=O)N(C2C(Cl)=CC(S([O-])(=O)=O)=C(Cl)C=2)N=1.[Na+].[Na+].C[C:168]1[CH:173]=[CH:172][C:171]([NH:174][C:175]2[CH:180]=[CH:179][C:178]([NH:181]C3C=CC(C)=CC=3S([O-])(=O)=O)=[C:177]3[C:193]([C:195]4[C:200]([C:201](=O)[C:176]=23)=CC=CC=4)=O)=[C:170](S([O-])(=O)=O)[CH:169]=1.[Na+].[Na+], predict the reaction product. (8) Given the reactants Br[C:2]1[CH:3]=[C:4]2[C:9](=[CH:10][CH:11]=1)[C:8](=[O:12])[NH:7][CH2:6][CH2:5]2.C([Li])CCC.[I:18]I, predict the reaction product. The product is: [I:18][C:2]1[CH:3]=[C:4]2[C:9](=[CH:10][CH:11]=1)[C:8](=[O:12])[NH:7][CH2:6][CH2:5]2. (9) Given the reactants [NH:1]1[C:10]2[C:5](=[CH:6][CH:7]=[CH:8][CH:9]=2)[CH:4]=[CH:3][C:2]1=[O:11].N=[O:13].Cl, predict the reaction product. The product is: [N:1]1[C:2](=[O:11])[C:3](=[O:13])[CH:4]=[C:5]2[C:10]=1[CH:9]=[CH:8][CH:7]=[CH:6]2. (10) Given the reactants [F:1][C:2]([F:19])([F:18])[C:3]1[CH:8]=[CH:7][C:6]([O:9][C:10]2[CH:17]=[CH:16][C:13]([CH:14]=O)=[CH:12][CH:11]=2)=[CH:5][CH:4]=1.[H-].[Na+].[CH2:22]1COCC1, predict the reaction product. The product is: [CH:14]([C:13]1[CH:16]=[CH:17][C:10]([O:9][C:6]2[CH:7]=[CH:8][C:3]([C:2]([F:19])([F:18])[F:1])=[CH:4][CH:5]=2)=[CH:11][CH:12]=1)=[CH2:22].